This data is from NCI-60 drug combinations with 297,098 pairs across 59 cell lines. The task is: Regression. Given two drug SMILES strings and cell line genomic features, predict the synergy score measuring deviation from expected non-interaction effect. Drug 1: CCC(=C(C1=CC=CC=C1)C2=CC=C(C=C2)OCCN(C)C)C3=CC=CC=C3.C(C(=O)O)C(CC(=O)O)(C(=O)O)O. Drug 2: CCN(CC)CCCC(C)NC1=C2C=C(C=CC2=NC3=C1C=CC(=C3)Cl)OC. Cell line: SW-620. Synergy scores: CSS=31.7, Synergy_ZIP=-1.22, Synergy_Bliss=3.47, Synergy_Loewe=-5.56, Synergy_HSA=2.18.